From a dataset of Forward reaction prediction with 1.9M reactions from USPTO patents (1976-2016). Predict the product of the given reaction. (1) Given the reactants [NH:1]([CH:3]1[CH2:8][N:7]([C:9]([O:11][CH2:12][C:13]2[CH:18]=[CH:17][CH:16]=[CH:15][CH:14]=2)=[O:10])[CH:6]([CH3:19])[CH2:5][CH2:4]1)[NH2:2].[F:20][C:21]1[CH:41]=[C:40]([F:42])[CH:39]=[CH:38][C:22]=1[O:23][C:24]1[CH:29]=[CH:28][C:27]([C:30](OC)=[C:31]([C:34]#[N:35])[C:32]#[N:33])=[CH:26][CH:25]=1.C(N(CC)CC)C, predict the reaction product. The product is: [NH2:35][C:34]1[N:1]([C@H:3]2[CH2:8][N:7]([C:9]([O:11][CH2:12][C:13]3[CH:18]=[CH:17][CH:16]=[CH:15][CH:14]=3)=[O:10])[C@@H:6]([CH3:19])[CH2:5][CH2:4]2)[N:2]=[C:30]([C:27]2[CH:26]=[CH:25][C:24]([O:23][C:22]3[CH:38]=[CH:39][C:40]([F:42])=[CH:41][C:21]=3[F:20])=[CH:29][CH:28]=2)[C:31]=1[C:32]#[N:33]. (2) Given the reactants C([O:3][C:4](=[O:25])[C:5]([O:15][C:16]1[CH:24]=[CH:23][C:19]2[O:20][CH2:21][O:22][C:18]=2[CH:17]=1)([CH3:14])[CH2:6][C:7]1[CH:12]=[CH:11][C:10]([OH:13])=[CH:9][CH:8]=1)C.[C:26]1([C:32]2[O:33][C:34]([CH3:50])=[C:35]([CH2:37][CH2:38]OS(C3C=CC(C)=CC=3)(=O)=O)[N:36]=2)[CH:31]=[CH:30][CH:29]=[CH:28][CH:27]=1, predict the reaction product. The product is: [O:20]1[C:19]2[CH:23]=[CH:24][C:16]([O:15][C:5]([CH3:14])([CH2:6][C:7]3[CH:12]=[CH:11][C:10]([O:13][CH2:38][CH2:37][C:35]4[N:36]=[C:32]([C:26]5[CH:31]=[CH:30][CH:29]=[CH:28][CH:27]=5)[O:33][C:34]=4[CH3:50])=[CH:9][CH:8]=3)[C:4]([OH:3])=[O:25])=[CH:17][C:18]=2[O:22][CH2:21]1.